This data is from TCR-epitope binding with 47,182 pairs between 192 epitopes and 23,139 TCRs. The task is: Binary Classification. Given a T-cell receptor sequence (or CDR3 region) and an epitope sequence, predict whether binding occurs between them. The TCR CDR3 sequence is CASSGTSYGYTF. Result: 0 (the TCR does not bind to the epitope). The epitope is LLFGYPVYV.